This data is from TCR-epitope binding with 47,182 pairs between 192 epitopes and 23,139 TCRs. The task is: Binary Classification. Given a T-cell receptor sequence (or CDR3 region) and an epitope sequence, predict whether binding occurs between them. (1) The epitope is TSNQVAVLY. The TCR CDR3 sequence is CASSQDRGMNTEAFF. Result: 1 (the TCR binds to the epitope). (2) The epitope is FLRGRAYGL. The TCR CDR3 sequence is CASSLVSQGGYEQYF. Result: 0 (the TCR does not bind to the epitope). (3) The epitope is SEVGPEHSLAEY. The TCR CDR3 sequence is CASSPYGFQGGSETQYF. Result: 1 (the TCR binds to the epitope). (4) The epitope is GILGFVFTL. The TCR CDR3 sequence is CASSPMRQVSYEQYF. Result: 0 (the TCR does not bind to the epitope). (5) The epitope is MMISAGFSL. The TCR CDR3 sequence is CAISSSSNEQFF. Result: 0 (the TCR does not bind to the epitope).